Dataset: NCI-60 drug combinations with 297,098 pairs across 59 cell lines. Task: Regression. Given two drug SMILES strings and cell line genomic features, predict the synergy score measuring deviation from expected non-interaction effect. (1) Drug 1: C1CCC(CC1)NC(=O)N(CCCl)N=O. Drug 2: CS(=O)(=O)CCNCC1=CC=C(O1)C2=CC3=C(C=C2)N=CN=C3NC4=CC(=C(C=C4)OCC5=CC(=CC=C5)F)Cl. Cell line: OVCAR3. Synergy scores: CSS=15.3, Synergy_ZIP=-3.29, Synergy_Bliss=-0.992, Synergy_Loewe=-3.97, Synergy_HSA=-2.20. (2) Drug 1: CC1CCC2CC(C(=CC=CC=CC(CC(C(=O)C(C(C(=CC(C(=O)CC(OC(=O)C3CCCCN3C(=O)C(=O)C1(O2)O)C(C)CC4CCC(C(C4)OC)O)C)C)O)OC)C)C)C)OC. Drug 2: CCC1=C2CN3C(=CC4=C(C3=O)COC(=O)C4(CC)O)C2=NC5=C1C=C(C=C5)O. Cell line: CAKI-1. Synergy scores: CSS=17.5, Synergy_ZIP=-3.94, Synergy_Bliss=3.33, Synergy_Loewe=-10.4, Synergy_HSA=1.46. (3) Drug 1: CC12CCC3C(C1CCC2O)C(CC4=C3C=CC(=C4)O)CCCCCCCCCS(=O)CCCC(C(F)(F)F)(F)F. Drug 2: C(CCl)NC(=O)N(CCCl)N=O. Cell line: NCI-H460. Synergy scores: CSS=-0.512, Synergy_ZIP=-1.24, Synergy_Bliss=-4.61, Synergy_Loewe=-5.93, Synergy_HSA=-6.14. (4) Drug 1: COC1=CC(=CC(=C1O)OC)C2C3C(COC3=O)C(C4=CC5=C(C=C24)OCO5)OC6C(C(C7C(O6)COC(O7)C8=CC=CS8)O)O. Drug 2: CC1=C(C=C(C=C1)NC(=O)C2=CC=C(C=C2)CN3CCN(CC3)C)NC4=NC=CC(=N4)C5=CN=CC=C5. Cell line: SF-295. Synergy scores: CSS=56.1, Synergy_ZIP=8.82, Synergy_Bliss=7.96, Synergy_Loewe=-28.8, Synergy_HSA=6.91. (5) Cell line: NCIH23. Synergy scores: CSS=11.1, Synergy_ZIP=-3.58, Synergy_Bliss=-1.70, Synergy_Loewe=-11.1, Synergy_HSA=-3.73. Drug 2: C(CCl)NC(=O)N(CCCl)N=O. Drug 1: CC1C(C(=O)NC(C(=O)N2CCCC2C(=O)N(CC(=O)N(C(C(=O)O1)C(C)C)C)C)C(C)C)NC(=O)C3=C4C(=C(C=C3)C)OC5=C(C(=O)C(=C(C5=N4)C(=O)NC6C(OC(=O)C(N(C(=O)CN(C(=O)C7CCCN7C(=O)C(NC6=O)C(C)C)C)C)C(C)C)C)N)C. (6) Drug 1: C1=CN(C(=O)N=C1N)C2C(C(C(O2)CO)O)O.Cl. Drug 2: CC1=C(C=C(C=C1)C(=O)NC2=CC(=CC(=C2)C(F)(F)F)N3C=C(N=C3)C)NC4=NC=CC(=N4)C5=CN=CC=C5. Cell line: KM12. Synergy scores: CSS=14.1, Synergy_ZIP=-2.80, Synergy_Bliss=5.99, Synergy_Loewe=-8.06, Synergy_HSA=-1.18. (7) Drug 1: C1CC(=O)NC(=O)C1N2C(=O)C3=CC=CC=C3C2=O. Drug 2: COCCOC1=C(C=C2C(=C1)C(=NC=N2)NC3=CC=CC(=C3)C#C)OCCOC.Cl. Cell line: SF-268. Synergy scores: CSS=1.84, Synergy_ZIP=0.102, Synergy_Bliss=1.18, Synergy_Loewe=-0.379, Synergy_HSA=-0.0947. (8) Drug 1: C1=CN(C=N1)CC(O)(P(=O)(O)O)P(=O)(O)O. Drug 2: C#CCC(CC1=CN=C2C(=N1)C(=NC(=N2)N)N)C3=CC=C(C=C3)C(=O)NC(CCC(=O)O)C(=O)O. Cell line: TK-10. Synergy scores: CSS=-3.67, Synergy_ZIP=3.12, Synergy_Bliss=4.13, Synergy_Loewe=0.879, Synergy_HSA=0.370. (9) Drug 1: CC1=C(C=C(C=C1)NC2=NC=CC(=N2)N(C)C3=CC4=NN(C(=C4C=C3)C)C)S(=O)(=O)N.Cl. Drug 2: C1=CC=C(C=C1)NC(=O)CCCCCCC(=O)NO. Cell line: IGROV1. Synergy scores: CSS=8.61, Synergy_ZIP=1.79, Synergy_Bliss=4.66, Synergy_Loewe=3.08, Synergy_HSA=4.31. (10) Drug 1: C1CN1C2=NC(=NC(=N2)N3CC3)N4CC4. Drug 2: CC1=CC2C(CCC3(C2CCC3(C(=O)C)OC(=O)C)C)C4(C1=CC(=O)CC4)C. Cell line: HL-60(TB). Synergy scores: CSS=61.8, Synergy_ZIP=1.82, Synergy_Bliss=3.27, Synergy_Loewe=-16.2, Synergy_HSA=2.02.